Predict the reactants needed to synthesize the given product. From a dataset of Full USPTO retrosynthesis dataset with 1.9M reactions from patents (1976-2016). (1) Given the product [CH2:27]([C@H:34]1[CH2:38][O:37][C:36](=[O:39])[N:35]1[C:10](=[O:12])/[CH:9]=[CH:8]/[C:5]1[CH:4]=[CH:3][C:2]([F:1])=[CH:7][CH:6]=1)[C:28]1[CH:29]=[CH:30][CH:31]=[CH:32][CH:33]=1, predict the reactants needed to synthesize it. The reactants are: [F:1][C:2]1[CH:7]=[CH:6][C:5](/[CH:8]=[CH:9]/[C:10]([OH:12])=O)=[CH:4][CH:3]=1.C(N(CC)CC)C.CC(C)(C)C(Cl)=O.[CH2:27]([C@H:34]1[CH2:38][O:37][C:36](=[O:39])[NH:35]1)[C:28]1[CH:33]=[CH:32][CH:31]=[CH:30][CH:29]=1.[Cl-].[Li+].O1CCNC1=O. (2) Given the product [F:49][C:46]1([F:50])[CH2:47][CH2:48][N:43]([CH2:42][CH2:41][O:10][C:7]2[CH:8]=[CH:9][N:4]3[N:3]=[C:2]([CH3:1])[C:11]([C:12]4[S:13][C:14]([C:23]5[N:27]=[CH:26][N:25]([CH:28]6[CH2:33][CH2:32][CH2:31][CH2:30][O:29]6)[N:24]=5)=[C:15]([C:17]5[CH:22]=[CH:21][CH:20]=[CH:19][CH:18]=5)[N:16]=4)=[C:5]3[CH:6]=2)[CH2:44][CH2:45]1, predict the reactants needed to synthesize it. The reactants are: [CH3:1][C:2]1[C:11]([C:12]2[S:13][C:14]([C:23]3[N:27]=[CH:26][N:25]([CH:28]4[CH2:33][CH2:32][CH2:31][CH2:30][O:29]4)[N:24]=3)=[C:15]([C:17]3[CH:22]=[CH:21][CH:20]=[CH:19][CH:18]=3)[N:16]=2)=[C:5]2[CH:6]=[C:7]([OH:10])[CH:8]=[CH:9][N:4]2[N:3]=1.C(=O)([O-])[O-].[K+].[K+].Cl[CH2:41][CH2:42][N:43]1[CH2:48][CH2:47][C:46]([F:50])([F:49])[CH2:45][CH2:44]1. (3) Given the product [Si:1]([O:8][CH:9]1[CH2:10][CH2:11][CH:12]([C:15]2[N:20]=[C:19]([C:21]([OH:23])=[O:22])[CH:18]=[CH:17][C:16]=2[F:25])[CH2:13][CH2:14]1)([C:4]([CH3:7])([CH3:6])[CH3:5])([CH3:3])[CH3:2], predict the reactants needed to synthesize it. The reactants are: [Si:1]([O:8][CH:9]1[CH2:14][CH2:13][CH:12]([C:15]2[N:20]=[C:19]([C:21]([O:23]C)=[O:22])[CH:18]=[CH:17][C:16]=2[F:25])[CH2:11][CH2:10]1)([C:4]([CH3:7])([CH3:6])[CH3:5])([CH3:3])[CH3:2].[Li+].[OH-].Cl.C(OCC)(=O)C. (4) Given the product [CH3:12][O:1][C:2]1[CH:10]=[C:9]([CH3:11])[CH:8]=[CH:7][C:3]=1[C:4]([NH2:6])=[O:5], predict the reactants needed to synthesize it. The reactants are: [OH:1][C:2]1[CH:10]=[C:9]([CH3:11])[CH:8]=[CH:7][C:3]=1[C:4]([NH2:6])=[O:5].[C:12]([O-])([O-])=O.[K+].[K+].COS(OC)(=O)=O. (5) Given the product [CH:18]12[N:21]([C:11]([C:9]3[N:10]=[C:6]([C:4]([O:3][CH2:1][CH3:2])=[O:5])[S:7][CH:8]=3)=[O:13])[CH:15]([CH2:20][CH2:19]1)[CH2:16][CH2:17]2, predict the reactants needed to synthesize it. The reactants are: [CH2:1]([O:3][C:4]([C:6]1[S:7][CH:8]=[C:9]([C:11]([OH:13])=O)[N:10]=1)=[O:5])[CH3:2].Cl.[CH:15]12[NH:21][CH:18]([CH2:19][CH2:20]1)[CH2:17][CH2:16]2.CN(C(ON1N=NC2C=CC=NC1=2)=[N+](C)C)C.F[P-](F)(F)(F)(F)F.O. (6) Given the product [CH3:12][O:13][C:14]1[CH:19]=[CH:18][C:17]([C:2]2[O:6][C:5]([CH3:7])=[C:4]([C:8]([O:10][CH3:11])=[O:9])[CH:3]=2)=[CH:16][CH:15]=1, predict the reactants needed to synthesize it. The reactants are: Br[C:2]1[O:6][C:5]([CH3:7])=[C:4]([C:8]([O:10][CH3:11])=[O:9])[CH:3]=1.[CH3:12][O:13][C:14]1[CH:19]=[CH:18][C:17](B(O)O)=[CH:16][CH:15]=1.C(=O)([O-])[O-].[Na+].[Na+].COCCOC. (7) Given the product [C:7]([O:11][C:12]([N:14]1[CH2:18][C@H:17]([F:19])[CH2:16][C@H:15]1[CH:20]=[O:25])=[O:13])([CH3:10])([CH3:9])[CH3:8], predict the reactants needed to synthesize it. The reactants are: [H-].[H-].[H-].[H-].[Li+].[Al+3].[C:7]([O:11][C:12]([N:14]1[CH2:18][C@H:17]([F:19])[CH2:16][C@H:15]1[C:20](=[O:25])N(OC)C)=[O:13])([CH3:10])([CH3:9])[CH3:8].OS([O-])(=O)=O.[K+]. (8) The reactants are: C[O:2][C:3](=[O:26])[CH:4]=[CH:5][C:6]1[CH:11]=[CH:10][CH:9]=[C:8]([S:12](=[O:25])(=[O:24])[NH:13][C:14]2[CH:23]=[CH:22][C:21]3[C:16](=[CH:17][CH:18]=[CH:19][CH:20]=3)[CH:15]=2)[CH:7]=1.CO. Given the product [CH:15]1[C:16]2[C:21](=[CH:20][CH:19]=[CH:18][CH:17]=2)[CH:22]=[CH:23][C:14]=1[NH:13][S:12]([C:8]1[CH:7]=[C:6]([CH:5]=[CH:4][C:3]([OH:26])=[O:2])[CH:11]=[CH:10][CH:9]=1)(=[O:24])=[O:25], predict the reactants needed to synthesize it. (9) Given the product [S:26]1[C:30](=[CH:1][C:3]2[C:12]3[C:7](=[CH:8][CH:9]=[CH:10][CH:11]=3)[C:6]([O:13][CH2:14][CH2:15][CH2:16][CH2:17][CH2:18][CH:19]([C:20]([OH:22])=[O:21])[C:23]([OH:25])=[O:24])=[CH:5][CH:4]=2)[C:29](=[O:31])[NH:28][C:27]1=[O:32], predict the reactants needed to synthesize it. The reactants are: [CH:1]([C:3]1[C:12]2[C:7](=[CH:8][CH:9]=[CH:10][CH:11]=2)[C:6]([O:13][CH2:14][CH2:15][CH2:16][CH2:17][CH2:18][CH:19]([C:23]([OH:25])=[O:24])[C:20]([OH:22])=[O:21])=[CH:5][CH:4]=1)=O.[S:26]1[CH2:30][C:29](=[O:31])[NH:28][C:27]1=[O:32].N1CCCCC1. (10) Given the product [Br:24][C:25]1[CH:26]=[C:27]([C:31]2([C:12]3[CH:13]=[C:14]([CH3:23])[C:15]([O:19][CH:20]([F:22])[F:21])=[C:16]([CH3:18])[CH:17]=3)[C:39]3[C:40](=[N:41][CH:42]=[CH:43][CH:44]=3)[C:45]([NH2:46])=[N:32]2)[CH:28]=[CH:29][CH:30]=1, predict the reactants needed to synthesize it. The reactants are: C([Li])CCC.C([Mg]Br)(C)C.Br[C:12]1[CH:13]=[C:14]([CH3:23])[C:15]([O:19][CH:20]([F:22])[F:21])=[C:16]([CH3:18])[CH:17]=1.[Br:24][C:25]1[CH:26]=[C:27]([C:31]([C:39]2[C:40]([C:45]#[N:46])=[N:41][CH:42]=[CH:43][CH:44]=2)=[N:32]S(C(C)(C)C)=O)[CH:28]=[CH:29][CH:30]=1.